Dataset: Catalyst prediction with 721,799 reactions and 888 catalyst types from USPTO. Task: Predict which catalyst facilitates the given reaction. (1) Reactant: FC(F)(F)S(O[C:7]1[CH:8]=[C:9]2[C:13](=[C:14]([F:16])[CH:15]=1)[NH:12][CH:11]=[CH:10]2)(=O)=O.[B:19]1([B:19]2[O:23][C:22]([CH3:25])([CH3:24])[C:21]([CH3:27])([CH3:26])[O:20]2)[O:23][C:22]([CH3:25])([CH3:24])[C:21]([CH3:27])([CH3:26])[O:20]1.C([O-])(=O)C.[K+]. The catalyst class is: 151. Product: [F:16][C:14]1[CH:15]=[C:7]([B:19]2[O:23][C:22]([CH3:25])([CH3:24])[C:21]([CH3:27])([CH3:26])[O:20]2)[CH:8]=[C:9]2[C:13]=1[NH:12][CH:11]=[CH:10]2. (2) Reactant: [OH:1][CH2:2][CH2:3][N:4]([CH3:16])[C:5]1[CH:15]=[CH:14][C:8]([C:9]([O:11]CC)=[O:10])=[CH:7][CH:6]=1.[OH-].[Na+].O. The catalyst class is: 5. Product: [OH:1][CH2:2][CH2:3][N:4]([CH3:16])[C:5]1[CH:15]=[CH:14][C:8]([C:9]([OH:11])=[O:10])=[CH:7][CH:6]=1. (3) Reactant: [F:1][C:2]1([F:19])[CH2:8][N:7]([C:9]2[N:13]([CH3:14])[N:12]=[CH:11][C:10]=2[N+:15]([O-:17])=[O:16])[CH2:6][CH2:5][CH:4](N)[CH2:3]1.[CH2:20]=O.[C:22]([BH3-])#[N:23].[Na+]. Product: [F:1][C:2]1([F:19])[CH2:8][N:7]([C:9]2[N:13]([CH3:14])[N:12]=[CH:11][C:10]=2[N+:15]([O-:17])=[O:16])[CH2:6][CH2:5][CH:4]([N:23]([CH3:22])[CH3:20])[CH2:3]1. The catalyst class is: 92. (4) Reactant: [Cl:1][C:2]1[N:3]=[C:4]([N:13]2[CH2:18][CH2:17][O:16][CH2:15][CH2:14]2)[C:5]2[N:10]=[C:9]([CH:11]=O)[S:8][C:6]=2[N:7]=1.[NH:19]1[CH2:22][CH:21]([N:23]2[CH2:28][CH2:27][O:26][CH2:25][CH2:24]2)[CH2:20]1.C(O[BH-](OC(=O)C)OC(=O)C)(=O)C.[Na+]. Product: [Cl:1][C:2]1[N:3]=[C:4]([N:13]2[CH2:18][CH2:17][O:16][CH2:15][CH2:14]2)[C:5]2[N:10]=[C:9]([CH2:11][N:19]3[CH2:22][CH:21]([N:23]4[CH2:28][CH2:27][O:26][CH2:25][CH2:24]4)[CH2:20]3)[S:8][C:6]=2[N:7]=1. The catalyst class is: 26. (5) Reactant: FC(F)(F)C(O)=O.[Cl:8][C:9]1[CH:14]=[CH:13][C:12]([C:15]2[CH:16]=[CH:17][C:18]([C:21]#[C:22][C:23]3[CH:28]=[CH:27][C:26](/[C:29](/[CH3:41])=[CH:30]/[C@@H:31]([NH:33]C(=O)OC(C)(C)C)[CH3:32])=[CH:25][CH:24]=3)=[N:19][CH:20]=2)=[CH:11][CH:10]=1.[OH-].[Na+]. Product: [Cl:8][C:9]1[CH:14]=[CH:13][C:12]([C:15]2[CH:16]=[CH:17][C:18]([C:21]#[C:22][C:23]3[CH:24]=[CH:25][C:26](/[C:29](/[CH3:41])=[CH:30]/[C@@H:31]([NH2:33])[CH3:32])=[CH:27][CH:28]=3)=[N:19][CH:20]=2)=[CH:11][CH:10]=1. The catalyst class is: 2.